From a dataset of Full USPTO retrosynthesis dataset with 1.9M reactions from patents (1976-2016). Predict the reactants needed to synthesize the given product. Given the product [C:1]([C:4]1[CH:9]=[CH:8][C:7]([NH:10][C:11]([C@@H:13]2[C@@H:17]([C:18]3[CH:23]=[CH:22][CH:21]=[C:20]([Cl:24])[C:19]=3[F:25])[C@@:16]([C:28]3[CH:33]=[CH:32][C:31]([Cl:34])=[CH:30][C:29]=3[F:35])([C:26]#[N:27])[C@@H:15]([CH2:36][C:37]([CH3:40])([CH3:39])[CH3:38])[NH:14]2)=[O:12])=[CH:6][CH:5]=1)(=[O:3])[NH2:2], predict the reactants needed to synthesize it. The reactants are: [C:1]([C:4]1[CH:9]=[CH:8][C:7]([NH:10][C:11]([CH:13]2[CH:17]([C:18]3[CH:23]=[CH:22][CH:21]=[C:20]([Cl:24])[C:19]=3[F:25])[C:16]([C:28]3[CH:33]=[CH:32][C:31]([Cl:34])=[CH:30][C:29]=3[F:35])([C:26]#[N:27])[CH:15]([CH2:36][C:37]([CH3:40])([CH3:39])[CH3:38])[NH:14]2)=[O:12])=[CH:6][CH:5]=1)(=[O:3])[NH2:2].